Dataset: Full USPTO retrosynthesis dataset with 1.9M reactions from patents (1976-2016). Task: Predict the reactants needed to synthesize the given product. (1) The reactants are: [OH:1][C:2]1[CH:3]=[C:4]([C:9]2[CH:10]=[C:11]([CH:14]=[CH:15][CH:16]=2)[C:12]#[N:13])[CH:5]=[N:6][C:7]=1[OH:8].CN(C=O)C.[N-:22]=[N+:23]=[N-:24].[Na+]. Given the product [NH:22]1[C:12]([C:11]2[CH:10]=[C:9]([C:4]3[CH:3]=[C:2]([OH:1])[C:7](=[O:8])[NH:6][CH:5]=3)[CH:16]=[CH:15][CH:14]=2)=[N:13][N:24]=[N:23]1, predict the reactants needed to synthesize it. (2) Given the product [CH2:42]([NH:49][C:19]([C:15]1[S:14][C:13]([N:10]2[CH2:11][CH2:12][N:8]([CH2:1][CH:2]3[CH2:7][CH2:6]3)[C:9]2=[O:22])=[N:17][C:16]=1[CH3:18])=[O:21])[C:43]1[CH:48]=[CH:47][CH:46]=[CH:45][CH:44]=1, predict the reactants needed to synthesize it. The reactants are: [CH2:1]([N:8]1[CH2:12][CH2:11][N:10]([C:13]2[S:14][C:15]([C:19]([OH:21])=O)=[C:16]([CH3:18])[N:17]=2)[C:9]1=[O:22])[C:2]1[CH:7]=[CH:6]C=CC=1.C1(CN2CCN(C3SC(C(O)=O)=C(C)N=3)C2=O)CC1.[CH2:42]([NH2:49])[C:43]1[CH:48]=[CH:47][CH:46]=[CH:45][CH:44]=1. (3) The reactants are: [CH2:1]([N:8]([C:18]1[CH:23]=[CH:22][CH:21]=[C:20](Br)[CH:19]=1)[S:9]([C:12]1[CH:17]=[CH:16][CH:15]=[CH:14][CH:13]=1)(=[O:11])=[O:10])[C:2]1[CH:7]=[CH:6][CH:5]=[CH:4][CH:3]=1.[NH:25]1[CH2:30][CH2:29][O:28][CH2:27][CH2:26]1.C1(P(C2CCCCC2)C2C=CC=CC=2C2C(OC)=CC=CC=2OC)CCCCC1.CC(C)([O-])C.[Na+]. Given the product [CH2:1]([N:8]([C:18]1[CH:23]=[CH:22][CH:21]=[C:20]([N:25]2[CH2:30][CH2:29][O:28][CH2:27][CH2:26]2)[CH:19]=1)[S:9]([C:12]1[CH:17]=[CH:16][CH:15]=[CH:14][CH:13]=1)(=[O:11])=[O:10])[C:2]1[CH:7]=[CH:6][CH:5]=[CH:4][CH:3]=1, predict the reactants needed to synthesize it. (4) Given the product [Cl:1][C:2]1[CH:3]=[C:4]([CH:9]([O:13][CH:14]2[CH2:19][CH2:18][O:17][CH2:16][CH2:15]2)[C:10]([NH2:28])=[O:11])[CH:5]=[CH:6][C:7]=1[Cl:8], predict the reactants needed to synthesize it. The reactants are: [Cl:1][C:2]1[CH:3]=[C:4]([CH:9]([O:13][CH:14]2[CH2:19][CH2:18][O:17][CH2:16][CH2:15]2)[C:10](O)=[O:11])[CH:5]=[CH:6][C:7]=1[Cl:8].C(Cl)(=O)C(Cl)=O.C[Si](C)(C)[NH:28][Si](C)(C)C. (5) Given the product [NH2:15][CH2:14][CH2:13][CH2:12][CH2:11][N:10]1[C:6]2[C:5]([CH3:19])=[C:4]([CH3:20])[N:3]=[C:2]([NH2:1])[C:7]=2[N:8]=[CH:9]1, predict the reactants needed to synthesize it. The reactants are: [NH2:1][C:2]1[C:7]2[N:8]=[CH:9][N:10]([CH2:11][CH2:12][CH2:13][CH2:14][NH:15]C(=O)C)[C:6]=2[C:5]([CH3:19])=[C:4]([CH3:20])[N:3]=1. (6) Given the product [C:1]([SiH2:5][O:6][C:7]([CH3:15])([CH3:14])[C:8]1[O:12][C:11]([S:33][C:27]2[CH:32]=[CH:31][CH:30]=[CH:29][CH:28]=2)=[N:10][C:9]=1[CH3:13])([CH3:4])([CH3:3])[CH3:2], predict the reactants needed to synthesize it. The reactants are: [C:1]([SiH2:5][O:6][C:7]([CH3:15])([CH3:14])[C:8]1[O:12][CH:11]=[N:10][C:9]=1[CH3:13])([CH3:4])([CH3:3])[CH3:2].C([Li])CCC.CCCCCC.[C:27]1([S:33][S:33][C:27]2[CH:32]=[CH:31][CH:30]=[CH:29][CH:28]=2)[CH:32]=[CH:31][CH:30]=[CH:29][CH:28]=1.[Cl-].[NH4+]. (7) Given the product [C:1]([O:5][C:6](=[O:18])[NH:7][C:8]1[CH:13]=[CH:12][C:11]([CH3:14])=[C:10]([NH2:15])[CH:9]=1)([CH3:4])([CH3:2])[CH3:3], predict the reactants needed to synthesize it. The reactants are: [C:1]([O:5][C:6](=[O:18])[NH:7][C:8]1[CH:13]=[CH:12][C:11]([CH3:14])=[C:10]([N+:15]([O-])=O)[CH:9]=1)([CH3:4])([CH3:3])[CH3:2].O1CCCC1.